Task: Regression. Given a peptide amino acid sequence and an MHC pseudo amino acid sequence, predict their binding affinity value. This is MHC class II binding data.. Dataset: Peptide-MHC class II binding affinity with 134,281 pairs from IEDB The peptide sequence is NVWEVKSSKPLVGPF. The MHC is HLA-DPA10201-DPB11401 with pseudo-sequence HLA-DPA10201-DPB11401. The binding affinity (normalized) is 0.219.